Dataset: Forward reaction prediction with 1.9M reactions from USPTO patents (1976-2016). Task: Predict the product of the given reaction. (1) Given the reactants [Cl:1][C:2]1[CH:3]=[C:4]([C:9]2([C:22]([F:25])([F:24])[F:23])[O:13][N:12]=[C:11]([C:14]3[CH:15]=[CH:16][C:17]([CH3:21])=[C:18]([CH:20]=3)[NH2:19])[CH2:10]2)[CH:5]=[C:6]([Cl:8])[CH:7]=1.[F:26][C:27]([F:35])([F:34])[CH2:28][CH2:29][CH2:30][C:31](O)=[O:32].Cl.C(N(CC)CCCN=C=NCC)C.C(=O)([O-])O.[Na+], predict the reaction product. The product is: [Cl:1][C:2]1[CH:3]=[C:4]([C:9]2([C:22]([F:23])([F:25])[F:24])[O:13][N:12]=[C:11]([C:14]3[CH:15]=[CH:16][C:17]([CH3:21])=[C:18]([NH:19][C:31](=[O:32])[CH2:30][CH2:29][CH2:28][C:27]([F:35])([F:34])[F:26])[CH:20]=3)[CH2:10]2)[CH:5]=[C:6]([Cl:8])[CH:7]=1. (2) Given the reactants CCN=C=NCCCN(C)C.Cl.C1C=CC2N(O)N=NC=2C=1.C(N(CC)CC)C.[NH:30]([C:36]([O:38][C:39]([CH3:42])([CH3:41])[CH3:40])=[O:37])[CH2:31][CH2:32][C:33]([OH:35])=O.[C:43]([NH:46][NH2:47])(=[O:45])[CH3:44], predict the reaction product. The product is: [C:39]([O:38][C:36](=[O:37])[NH:30][CH2:31][CH2:32][C:33]([NH:47][NH:46][C:43](=[O:45])[CH3:44])=[O:35])([CH3:42])([CH3:41])[CH3:40]. (3) Given the reactants [H-].[H-].[H-].[H-].[Li+].[Al+3].[CH3:7][C:8]([CH3:21])([CH2:13][O:14][CH:15]1[CH2:20][CH2:19][CH2:18][CH2:17][O:16]1)[C:9](OC)=[O:10].O.[OH-].[Na+], predict the reaction product. The product is: [CH3:7][C:8]([CH3:21])([CH2:13][O:14][CH:15]1[CH2:20][CH2:19][CH2:18][CH2:17][O:16]1)[CH2:9][OH:10]. (4) Given the reactants C([SnH](C[CH2:11][CH2:12][CH3:13])CCCC)CCC.Br[CH2:15][CH2:16][CH2:17][OH:18].[C:19]([O:43][CH:44]1[CH2:49][C:48]([CH3:51])([CH3:50])[N:47]([OH:52])[C:46]([CH3:54])([CH3:53])[CH2:45]1)(=[O:42])[CH2:20][CH2:21][CH2:22][CH2:23][CH2:24][CH2:25][CH2:26][CH2:27][C:28]([O:30][CH:31]1[CH2:36][C:35]([CH3:38])([CH3:37])[N:34]([OH:39])[C:33]([CH3:41])([CH3:40])[CH2:32]1)=[O:29].CCCCCCC.CCCCCCC.C(OCC)(=[O:71])C, predict the reaction product. The product is: [C:19]([O:43][CH:44]1[CH2:45][C:46]([CH3:54])([CH3:53])[N:47]([O:52][CH2:13][CH2:12][CH2:11][OH:71])[C:48]([CH3:51])([CH3:50])[CH2:49]1)(=[O:42])[CH2:20][CH2:21][CH2:22][CH2:23][CH2:24][CH2:25][CH2:26][CH2:27][C:28]([O:30][CH:31]1[CH2:32][C:33]([CH3:40])([CH3:41])[N:34]([O:39][CH2:15][CH2:16][CH2:17][OH:18])[C:35]([CH3:37])([CH3:38])[CH2:36]1)=[O:29]. (5) Given the reactants [F:1][C:2]1[CH:3]=[CH:4][C:5]2[N:9]=[C:8]([C@@H:10]([NH2:12])[CH3:11])[N:7]([C:13]3[CH:14]=[N:15][CH:16]=[CH:17][CH:18]=3)[C:6]=2[CH:19]=1.[NH2:20][C:21]1[C:26]([C:27]#[N:28])=[C:25](Cl)[N:24]=[CH:23][N:22]=1.CCN(C(C)C)C(C)C, predict the reaction product. The product is: [NH2:20][C:21]1[C:26]([C:27]#[N:28])=[C:25]([NH:12][C@H:10]([C:8]2[N:7]([C:13]3[CH:14]=[N:15][CH:16]=[CH:17][CH:18]=3)[C:6]3[CH:19]=[C:2]([F:1])[CH:3]=[CH:4][C:5]=3[N:9]=2)[CH3:11])[N:24]=[CH:23][N:22]=1. (6) Given the reactants C1(C)C=CC=CC=1.CC1(C)COB([C:15]2[CH:16]=[C:17]([NH2:30])[C:18]([N:21]([CH2:26][CH:27]([CH3:29])[CH3:28])[CH2:22][CH:23]([CH3:25])[CH3:24])=[CH:19][CH:20]=2)OC1.Br[C:33]1[CH:38]=[CH:37][CH:36]=[CH:35][C:34]=1[C:39]1[N:40]=[N:41][N:42]([C:44]([C:57]2[CH:62]=[CH:61][CH:60]=[CH:59][CH:58]=2)([C:51]2[CH:56]=[CH:55][CH:54]=[CH:53][CH:52]=2)[C:45]2[CH:50]=[CH:49][CH:48]=[CH:47][CH:46]=2)[N:43]=1.C(=O)([O-])[O-].[Na+].[Na+], predict the reaction product. The product is: [CH2:26]([N:21]([CH2:22][CH:23]([CH3:24])[CH3:25])[C:18]1[CH:19]=[CH:20][C:15]([C:33]2[CH:38]=[CH:37][CH:36]=[CH:35][C:34]=2[C:39]2[N:40]=[N:41][N:42]([C:44]([C:57]3[CH:58]=[CH:59][CH:60]=[CH:61][CH:62]=3)([C:51]3[CH:52]=[CH:53][CH:54]=[CH:55][CH:56]=3)[C:45]3[CH:50]=[CH:49][CH:48]=[CH:47][CH:46]=3)[N:43]=2)=[CH:16][C:17]=1[NH2:30])[CH:27]([CH3:28])[CH3:29]. (7) The product is: [Br:23][CH2:20][C:5]1[C:6]([C:9]2[CH:14]=[CH:13][CH:12]=[CH:11][C:10]=2[O:15][C:16]([F:19])([F:18])[F:17])=[N:7][O:8][C:4]=1[CH:1]1[CH2:3][CH2:2]1. Given the reactants [CH:1]1([C:4]2[O:8][N:7]=[C:6]([C:9]3[CH:14]=[CH:13][CH:12]=[CH:11][C:10]=3[O:15][C:16]([F:19])([F:18])[F:17])[C:5]=2[CH2:20]O)[CH2:3][CH2:2]1.P(Br)(Br)[Br:23], predict the reaction product.